This data is from Forward reaction prediction with 1.9M reactions from USPTO patents (1976-2016). The task is: Predict the product of the given reaction. (1) Given the reactants [CH3:1][C:2]1[CH:3]=[C:4]2[C:8](=[C:9]([CH2:11][O:12][CH2:13][C:14]3([C:27]4[CH:32]=[CH:31][CH:30]=[CH:29][CH:28]=4)[CH2:19][CH2:18][N:17](C(OC(C)(C)C)=O)[CH2:16][CH2:15]3)[CH:10]=1)[NH:7][N:6]=[CH:5]2, predict the reaction product. The product is: [CH3:1][C:2]1[CH:3]=[C:4]2[C:8](=[C:9]([CH2:11][O:12][CH2:13][C:14]3([C:27]4[CH:28]=[CH:29][CH:30]=[CH:31][CH:32]=4)[CH2:15][CH2:16][NH:17][CH2:18][CH2:19]3)[CH:10]=1)[NH:7][N:6]=[CH:5]2. (2) Given the reactants [CH:1]1([C:4]2[C:5]([CH2:18]I)=[CH:6][C:7]([F:17])=[C:8]([CH:16]=2)[C:9]([O:11][C:12]([CH3:15])([CH3:14])[CH3:13])=[O:10])[CH2:3][CH2:2]1.[Cl:20][C:21]1[CH:22]=[C:23]([CH:31]=[CH:32][C:33]=1[Cl:34])[CH2:24][C@H:25]1[O:30][CH2:29][CH2:28][NH:27][CH2:26]1.P([O-])([O-])([O-])=O.[K+].[K+].[K+], predict the reaction product. The product is: [CH:1]1([C:4]2[C:5]([CH2:18][N:27]3[CH2:28][CH2:29][O:30][C@H:25]([CH2:24][C:23]4[CH:31]=[CH:32][C:33]([Cl:34])=[C:21]([Cl:20])[CH:22]=4)[CH2:26]3)=[CH:6][C:7]([F:17])=[C:8]([CH:16]=2)[C:9]([O:11][C:12]([CH3:15])([CH3:14])[CH3:13])=[O:10])[CH2:3][CH2:2]1. (3) Given the reactants [CH3:1][C:2]1[CH:7]=[CH:6][CH:5]=[CH:4][C:3]=1[NH:8][CH2:9][C:10]1[CH:19]=[CH:18][C:17]2[C:12](=[CH:13][CH:14]=[CH:15][CH:16]=2)[C:11]=1[C:20]1[N:25]=[C:24]([CH:26]=O)[CH:23]=[CH:22][CH:21]=1.[C:28]([NH2:32])([CH3:31])([CH3:30])[CH3:29].[BH3-]C#N.[Na+].ClCCl, predict the reaction product. The product is: [C:28]([NH:32][CH2:26][C:24]1[N:25]=[C:20]([C:11]2[C:12]3[C:17](=[CH:16][CH:15]=[CH:14][CH:13]=3)[CH:18]=[CH:19][C:10]=2[CH2:9][NH:8][C:3]2[CH:4]=[CH:5][CH:6]=[CH:7][C:2]=2[CH3:1])[CH:21]=[CH:22][CH:23]=1)([CH3:31])([CH3:30])[CH3:29]. (4) The product is: [CH2:17]([O:16][C:14](=[O:15])[CH2:13][S:11][C:8]1[CH:9]=[CH:10][C:5]([O:4][CH3:3])=[CH:6][CH:7]=1)[CH3:18]. Given the reactants [H-].[Na+].[CH3:3][O:4][C:5]1[CH:10]=[CH:9][C:8]([SH:11])=[CH:7][CH:6]=1.Br[CH2:13][C:14]([O:16][CH2:17][CH3:18])=[O:15], predict the reaction product.